From a dataset of Peptide-MHC class II binding affinity with 134,281 pairs from IEDB. Regression. Given a peptide amino acid sequence and an MHC pseudo amino acid sequence, predict their binding affinity value. This is MHC class II binding data. (1) The binding affinity (normalized) is 0.359. The MHC is DRB1_1101 with pseudo-sequence DRB1_1101. The peptide sequence is IDSSYFANVLAKKMP. (2) The peptide sequence is RQAGVQYSR. The MHC is DRB1_0405 with pseudo-sequence DRB1_0405. The binding affinity (normalized) is 0. (3) The peptide sequence is DFALIVNAPNHEGIQ. The MHC is DRB1_1101 with pseudo-sequence DRB1_1101. The binding affinity (normalized) is 0.535.